Task: Predict which catalyst facilitates the given reaction.. Dataset: Catalyst prediction with 721,799 reactions and 888 catalyst types from USPTO (1) Reactant: C(OCC([C:13]1[O:14][C:15]2[C:16](=[C:18]([C:37]#[N:38])[C:19]([CH3:36])=[C:20]([C:30]3[CH:35]=[CH:34][CH:33]=[CH:32][CH:31]=3)[C:21]=2N2CC[C@H](N(C)C)C2)[N:17]=1)(C)C)C1C=CC=CC=1.O1CCOCC1.[ClH:45]. Product: [ClH:45].[CH3:36][C:19]1[C:18]([C:37]#[N:38])=[C:16]2[N:17]=[CH:13][O:14][C:15]2=[CH:21][C:20]=1[C:30]1[CH:35]=[CH:34][CH:33]=[CH:32][CH:31]=1. The catalyst class is: 27. (2) Reactant: [C:1]([CH:6]1[CH2:11][C:10](O)([C:12]([O:14][CH3:15])=[O:13])[CH:9]=[CH:8][C:7]1=[O:17])(=[O:5])[CH2:2][CH2:3][CH3:4].B(F)(F)F.O(CC)CC. Product: [C:1]([C:6]1[CH:11]=[C:10]([CH:9]=[CH:8][C:7]=1[OH:17])[C:12]([O:14][CH3:15])=[O:13])(=[O:5])[CH2:2][CH2:3][CH3:4]. The catalyst class is: 48. (3) Reactant: C1CCCCCCCCCCC1.N(OC(C)(C)C)=O.[CH2:20]([O:32]C(C1C=C2C(=O)N(O)C(=O)C2=CC=1)=O)[CH2:21][CH2:22][CH2:23][CH2:24][CH2:25][CH2:26][CH2:27][CH2:28][CH2:29][CH2:30][CH3:31].S(=O)(=O)(O)O.[OH-].[Na+].C1(=NO)CCCCCCCCCCC1.[N+](C1CCCCCCCCCCC1)([O-])=O. Product: [C:20]1(=[O:32])[CH2:21][CH2:22][CH2:23][CH2:24][CH2:25][CH2:26][CH2:27][CH2:28][CH2:29][CH2:30][CH2:31]1. The catalyst class is: 28. (4) Reactant: Br[C:2]1[CH:3]=[C:4]([C@H:8]([O:10][C:11]([NH:13][C:14]2[C:15]([CH3:39])=[N:16][O:17][C:18]=2[C:19]2[CH:24]=[CH:23][C:22]([C:25]3[CH:30]=[CH:29][C:28]([C:31]4([C:34]([O:36][CH2:37][CH3:38])=[O:35])[CH2:33][CH2:32]4)=[CH:27][CH:26]=3)=[CH:21][CH:20]=2)=[O:12])[CH3:9])[CH:5]=[CH:6][CH:7]=1.[CH3:40][C:41]1([CH3:57])[C:45]([CH3:47])([CH3:46])[O:44][B:43]([B:43]2[O:44][C:45]([CH3:47])([CH3:46])[C:41]([CH3:57])([CH3:40])[O:42]2)[O:42]1.C(=O)([O-])[O-].[K+].[K+]. Product: [CH3:39][C:15]1[C:14]([NH:13][C:11]([O:10][C@@H:8]([C:4]2[CH:5]=[CH:6][CH:7]=[C:2]([B:43]3[O:44][C:45]([CH3:47])([CH3:46])[C:41]([CH3:57])([CH3:40])[O:42]3)[CH:3]=2)[CH3:9])=[O:12])=[C:18]([C:19]2[CH:24]=[CH:23][C:22]([C:25]3[CH:30]=[CH:29][C:28]([C:31]4([C:34]([O:36][CH2:37][CH3:38])=[O:35])[CH2:33][CH2:32]4)=[CH:27][CH:26]=3)=[CH:21][CH:20]=2)[O:17][N:16]=1. The catalyst class is: 9. (5) The catalyst class is: 28. Reactant: Br[C:2]1[CH:7]=[CH:6][C:5]([CH3:8])=[CH:4][N:3]=1.C([Li])CCC.[CH2:14]([Sn:18](Cl)([CH2:23][CH2:24][CH2:25][CH3:26])[CH2:19][CH2:20][CH2:21][CH3:22])[CH2:15][CH2:16][CH3:17]. Product: [CH3:8][C:5]1[CH:6]=[CH:7][C:2]([Sn:18]([CH2:19][CH2:20][CH2:21][CH3:22])([CH2:23][CH2:24][CH2:25][CH3:26])[CH2:14][CH2:15][CH2:16][CH3:17])=[N:3][CH:4]=1. (6) Reactant: [CH3:1][P:2]([C:5]1[CH:10]=[CH:9][C:8]([NH:11][C:12]2[N:20]=[CH:19][N:18]=[C:17]3[C:13]=2[N:14]=[CH:15][N:16]3[CH:21]=[CH2:22])=[CH:7][CH:6]=1)([CH3:4])=[O:3].[Cl:23][C:24]1[C:29](I)=[C:28]([CH3:31])[CH:27]=[CH:26][N:25]=1.C1(C)C=CC=CC=1P(C1C=CC=CC=1C)C1C=CC=CC=1C. Product: [Cl:23][C:24]1[C:29](/[CH:22]=[CH:21]/[N:16]2[CH:15]=[N:14][C:13]3[C:17]2=[N:18][CH:19]=[N:20][C:12]=3[NH:11][C:8]2[CH:9]=[CH:10][C:5]([P:2]([CH3:1])([CH3:4])=[O:3])=[CH:6][CH:7]=2)=[C:28]([CH3:31])[CH:27]=[CH:26][N:25]=1. The catalyst class is: 274. (7) Reactant: [CH:1]([C:3]1[C:12]2[C:7](=[CH:8][CH:9]=[CH:10][CH:11]=2)[C:6]([O:13][C:14]2[CH:22]=[CH:21][C:17]([C:18]([NH2:20])=[O:19])=[CH:16][CH:15]=2)=[N:5][CH:4]=1)=O.[CH3:23][CH:24]([CH3:28])[CH2:25][CH2:26][NH2:27].[BH4-].[Na+].O. Product: [CH3:23][CH:24]([CH3:28])[CH2:25][CH2:26][NH:27][CH2:1][C:3]1[C:12]2[C:7](=[CH:8][CH:9]=[CH:10][CH:11]=2)[C:6]([O:13][C:14]2[CH:22]=[CH:21][C:17]([C:18]([NH2:20])=[O:19])=[CH:16][CH:15]=2)=[N:5][CH:4]=1. The catalyst class is: 3.